The task is: Binary Classification. Given a drug SMILES string, predict its activity (active/inactive) in a high-throughput screening assay against a specified biological target.. This data is from Tyrosyl-DNA phosphodiesterase HTS with 341,365 compounds. The result is 0 (inactive). The molecule is O(C(=O)/C=C\C=C(/C=C\C=C(/C=C/C=C(\C=C\C=C(/C)/C=C/C(O)=O)C)C)C)C.